This data is from Full USPTO retrosynthesis dataset with 1.9M reactions from patents (1976-2016). The task is: Predict the reactants needed to synthesize the given product. (1) Given the product [F:46][C:20]([F:19])([F:45])[CH:21]([CH3:44])[CH:22]([C:26]1[CH:27]=[CH:28][C:29]([CH2:32][N:33]2[CH2:41][C:40]3[C:35](=[CH:36][CH:37]=[CH:38][C:39]=3[F:42])[C:34]2=[O:43])=[CH:30][CH:31]=1)[C:23]([NH:1][C:2]1[CH:3]=[C:4]([CH:16]=[CH:17][CH:18]=1)[CH2:5][C:6]1([C:9]([O:11][C:12]([CH3:15])([CH3:13])[CH3:14])=[O:10])[CH2:8][CH2:7]1)=[O:24], predict the reactants needed to synthesize it. The reactants are: [NH2:1][C:2]1[CH:3]=[C:4]([CH:16]=[CH:17][CH:18]=1)[CH2:5][C:6]1([C:9]([O:11][C:12]([CH3:15])([CH3:14])[CH3:13])=[O:10])[CH2:8][CH2:7]1.[F:19][C:20]([F:46])([F:45])[CH:21]([CH3:44])[CH:22]([C:26]1[CH:31]=[CH:30][C:29]([CH2:32][N:33]2[CH2:41][C:40]3[C:35](=[CH:36][CH:37]=[CH:38][C:39]=3[F:42])[C:34]2=[O:43])=[CH:28][CH:27]=1)[C:23](O)=[O:24].O.ON1C2C=CC=CC=2N=N1.CCN(C(C)C)C(C)C.CN(C(ON1N=NC2C=CC=NC1=2)=[N+](C)C)C.F[P-](F)(F)(F)(F)F. (2) The reactants are: [N-:1]=[N+:2]=[N-:3].[Na+].[NH4+].[Cl-].[O:7]1[C@H:9]([C@H:10]([O:13][CH2:14][C:15]2[CH:20]=[CH:19][CH:18]=[CH:17][CH:16]=2)[CH:11]=[CH2:12])[CH2:8]1. Given the product [N:1]([CH2:8][C@H:9]([OH:7])[C@H:10]([O:13][CH2:14][C:15]1[CH:20]=[CH:19][CH:18]=[CH:17][CH:16]=1)[CH:11]=[CH2:12])=[N+:2]=[N-:3], predict the reactants needed to synthesize it. (3) Given the product [CH:22]1([NH:28][C:13]2[N:12]=[C:11]([C:10]3[C:5]([CH2:4][CH:1]4[CH2:3][CH2:2]4)=[N:6][C:7]([NH:20][CH3:21])=[N:8][CH:9]=3)[CH:16]=[CH:15][N:14]=2)[CH2:27][CH2:26][CH2:25][CH2:24][CH2:23]1, predict the reactants needed to synthesize it. The reactants are: [CH:1]1([CH2:4][C:5]2[C:10]([C:11]3[CH:16]=[CH:15][N:14]=[C:13](S(C)=O)[N:12]=3)=[CH:9][N:8]=[C:7]([NH:20][CH3:21])[N:6]=2)[CH2:3][CH2:2]1.[CH:22]1([NH2:28])[CH2:27][CH2:26][CH2:25][CH2:24][CH2:23]1. (4) Given the product [Cl:30][C:31]1[C:37]([Cl:38])=[CH:36][CH:35]=[CH:34][C:32]=1[NH:23][C:18]1[CH:17]=[CH:22][C:21]([CH2:1][NH:3][C:58]([C:55]2([NH:54][C:52]([C:50]3[CH:49]=[N:48][CH:47]=[N:46][CH:51]=3)=[O:53])[CH2:56][CH2:57]2)=[O:60])=[CH:20][CH:19]=1, predict the reactants needed to synthesize it. The reactants are: [CH2:1]([N:3](CC)CC)C.CN(C(ON1N=[N:23][C:18]2[CH:19]=[CH:20][CH:21]=[CH:22][C:17]1=2)=[N+](C)C)C.[B-](F)(F)(F)F.[Cl:30][C:31]1[C:37]([Cl:38])=[CH:36][CH:35]=[CH:34][C:32]=1N.FC(F)(F)C([O-])=O.[N:46]1[CH:51]=[C:50]([C:52]([NH:54][C:55]2([C:58]([OH:60])=O)[CH2:57][CH2:56]2)=[O:53])[CH:49]=[N:48][CH:47]=1.